From a dataset of Experimentally validated miRNA-target interactions with 360,000+ pairs, plus equal number of negative samples. Binary Classification. Given a miRNA mature sequence and a target amino acid sequence, predict their likelihood of interaction. (1) The miRNA is hsa-miR-4713-3p with sequence UGGGAUCCAGACAGUGGGAGAA. The protein sequence of the target gene is MDSAETELTPAPEGRKRYSDIFQSLDNLEISLGNVTFDPLAGDPVRREDLEPDKADTATVVTEENSEASSWRDLSPEGPAPLTEEELDLRLIRTKGGVDAALEYAKAWSRYAKELLAWTDKRANYELEFAKSIMKLAEAGKVSILQQSQMPLQYIYTLFLEHDLSLGALALETVAQQKRDYYQPLAAKRMEIEKWRKEFKEQWLKEQKRMNEAVQALRRSELQYIQRREDLRARSQGSPEDPPSQASPGSNKQQERRRRSREEAQAKAHEAEALYQACVREANSRQQDLETTKRRIVSHV.... Result: 0 (no interaction). (2) The miRNA is dre-miR-199-5p with sequence CCCAGUGUUCAGACUACCUGUUC. The protein sequence of the target gene is MPAGMTKHGSRSTSSLPPEPMEIVRSKACSRRVRLNVGGLAHEVLWRTLDRLPRTRLGKLRDCNTHDSLLEVCDDYSLDDNEYFFDRHPGAFTSILNFYRTGRLHMMEEMCALSFSQELDYWGIDEIYLESCCQARYHQKKEQMNEELKREAETLREREGEEFDNTCCAEKRKKLWDLLEKPNSSVAAKILAIISIMFIVLSTIALSLNTLPELQSLDEFGQSTDNPQLAHVEAVCIAWFTMEYLLRFLSSPKKWKFFKGPLNAIDLLAILPYYVTIFLTESNKSVLQFQNVRRVVQIFR.... Result: 0 (no interaction). (3) The miRNA is hsa-miR-6842-5p with sequence UGGGGGUGGUCUCUAGCCAAGG. The protein sequence of the target gene is MEYFMVPTQKVPSLQHFRKTEKEVIGGLCSLANIPLTPETQRDQERRIRREIANSNERRRMQSINAGFQSLKTLIPHTDGEKLSKAAILQQTAEYIFSLEQEKTRLLQQNTQLKRFIQELSGSSPKRRRAEDKDEGIGSPDIWEDEKAEDLRREMIELRQQLDKERSVRMMLEEQVRSLEAHMYPEKLKVIAQQVQLQQQQEQVRLLHQEKLEREQQQLRTQLLPPPAPTHHPTVIVPAPPPPPSHHINVVTMGPSSVINSVSTSRQNLDTIVQAIQHIEGTQEKQELEEEQRRAVIVKP.... Result: 1 (interaction). (4) The miRNA is hsa-miR-7106-3p with sequence AGCUCCCUGAAUCCCUGUCCCAG. The protein sequence of the target gene is MKGFIDDANYSVGLLDEGTNLGNVIDNYVYEHTLTGKNAFFVGDLGKIVKKHSQWQTVVAQIKPFYTVKCNSTPAVLEILAALGTGFACSSKNEMALVQELGVSPENIIFTSPCKQVSQIKYAAKVGVNIMTCDNEIELKKIARNHPNAKVLLHIATEDNIGGEDGNMKFGTTLKNCRHLLECAKELDVQIIGVKFHVSSACKEYQVYVHALSDARCVFDMAGEFGFTMNMLDIGGGFTGTEIQLEEVNHVISPLLDIYFPEGSGIQIISEPGSYYVSSAFTLAVNIIAKKVVENDKFSS.... Result: 0 (no interaction). (5) The miRNA is hsa-miR-140-3p with sequence UACCACAGGGUAGAACCACGG. The protein sequence of the target gene is MELRARGWWLLCAAAALVACARGDPASKSRSCGEVRQIYGAKGFSLSDVPQAEISGEHLRICPQGYTCCTSEMEENLANRSHAELETALRDSSRVLQAMLATQLRSFDDHFQHLLNDSERTLQATFPGAFGELYTQNARAFRDLYSELRLYYRGANLHLEETLAEFWARLLERLFKQLHPQLLLPDDYLDCLGKQAEALRPFGEAPRELRLRATRAFVAARSFVQGLGVASDVVRKVAQVPLGPECSRAVMKLVYCAHCLGVPGARPCPDYCRNVLKGCLANQADLDAEWRNLLDSMVLI.... Result: 1 (interaction). (6) The miRNA is hsa-miR-6729-3p with sequence UCAUCCCCCUCGCCCUCUCAG. The protein sequence of the target gene is MFPLKDAEMGAFTFFASALPHDVCGSNGLPLTPNSIKILGRFQILKTITHPRLCQYVDISRGKHERLVVVAEHCERSLEDLLRERKPVSCSTVLCIAFEVLQGLQYMNKHGIVHRALSPHNILLDRKGHIKLAKFGLYHMTAHGDDVDFPIGYPSYLAPEVIAQGIFKTTDHMPSKKPLPSGPKSDVWSLGIILFELCVGRKLFQSLDISERLKFLLTLDCVDDTLIVLAEEHGCLDIIKELPETVIDLLNKCLTFHPSKRPTPDQLMKDKVFSEVSPLYTPFTKPASLFSSSLRCADLT.... Result: 1 (interaction). (7) The miRNA is hsa-miR-518b with sequence CAAAGCGCUCCCCUUUAGAGGU. The protein sequence of the target gene is MATEGGGKEMNEIKTQFTTREGLYKLLPHSEYSRPNRVPFNSQGSNPVRVSFVNLNDQSGNGDRLCFNVGRELYFYIYKGVRKAADLSKPIDKRIYKGTQPTCHDFNHLTATAESVSLLVGFSAGQVQLIDPIKKETSKLFNEERLIDKSRVTCVKWVPGSESLFLVAHSSGNMYLYNVEHTCGTTAPHYQLLKQGESFAVHTCKSKSTRNPLLKWTVGEGALNEFAFSPDGKFLACVSQDGFLRVFNFDSVELHGTMKSYFGGLLCVCWSPDGKYIVTGGEDDLVTVWSFVDCRVIARG.... Result: 0 (no interaction). (8) The miRNA is hsa-miR-5579-5p with sequence UAUGGUACUCCUUAAGCUAAC. The protein sequence of the target gene is MGPKRRQLTFREKSRIIQEVEENPDLRKGEIARRFNIPPSTLSTILKNKRAILASERKYGVASTCRKTNKLSPYDKLEGLLIAWFQQIRAAGLPVKGIILKEKALRIAEELGMDDFTASNGWLDRFRRRHGVVACSGVTRSRARSSAPRAPAAPAGPATVPSEGSGGSTPGWHTREEQPPSVAEGYASQDVFSATETSLWYDFLSDQASGLWGGDGPARQATQRLSVLLCANADGSEKLPPLVAGKSAKPRAGQGGLPCDYTANSKGGVTTQALAKYLKALDTRMAAESRRVLLLAGRLA.... Result: 0 (no interaction). (9) The miRNA is hsa-miR-6842-3p with sequence UUGGCUGGUCUCUGCUCCGCAG. The protein sequence of the target gene is MGLSPGQTSVSFLWPLLEVRDHNTGRGLVPATVLTPGSPETLLELRQAFLGSRQARHGHDAAPSSGQQGCSVDRTAGRPVLGWRLRNSLTGQEGRQHLHLSGIRTSRKAKEYKPVFFGATEISVLMAVAESLREPPPPQWGWFLSSLFLKIF. Result: 1 (interaction).